From a dataset of Catalyst prediction with 721,799 reactions and 888 catalyst types from USPTO. Predict which catalyst facilitates the given reaction. (1) Reactant: [N+:1]([C:4]1[CH:5]=[C:6]([Br:13])[CH:7]=[C:8]([N+]([O-])=O)[CH:9]=1)([O-:3])=[O:2].[CH3:14][O-:15].[Na+]. Product: [Br:13][C:6]1[CH:5]=[C:4]([N+:1]([O-:3])=[O:2])[CH:9]=[C:8]([O:15][CH3:14])[CH:7]=1. The catalyst class is: 5. (2) Reactant: [Br:1][C:2]1[CH:3]=[C:4]([CH:7]=O)[S:5][CH:6]=1.C([O:11][C:12](=[O:17])[CH2:13][N:14]=[N+]=[N-])C.[NH4+].[Cl-]. Product: [Br:1][C:2]1[C:3]2[NH:14][C:13]([C:12]([OH:17])=[O:11])=[CH:7][C:4]=2[S:5][CH:6]=1. The catalyst class is: 8. (3) Reactant: [C:1]([O:5][C:6](=[O:22])[NH:7][C@H:8]1[C@H:12]([C:13]2[CH:18]=[C:17]([F:19])[C:16]([F:20])=[CH:15][C:14]=2[F:21])[CH2:11][NH:10][CH2:9]1)([CH3:4])([CH3:3])[CH3:2].C[C@H](C(O)=O)C1C=CC2C=C(OC)C=CC=2C=1. The catalyst class is: 14. Product: [C:1]([O:5][C:6](=[O:22])[NH:7][C@@H:8]1[C@@H:12]([C:13]2[CH:18]=[C:17]([F:19])[C:16]([F:20])=[CH:15][C:14]=2[F:21])[CH2:11][NH:10][CH2:9]1)([CH3:4])([CH3:2])[CH3:3]. (4) Reactant: [Cl:1][C:2]1[CH:7]=[CH:6][C:5]([NH:8][S:9]([C:12]2[CH:17]=[CH:16][C:15]([CH3:18])=[CH:14][CH:13]=2)(=[O:11])=[O:10])=[C:4]([NH:19][S:20]([C:23]2[CH:28]=[CH:27][C:26]([CH3:29])=[CH:25][CH:24]=2)(=[O:22])=[O:21])[CH:3]=1.[N+:30]([O-])([OH:32])=[O:31]. Product: [Cl:1][C:2]1[C:7]([N+:30]([O-:32])=[O:31])=[CH:6][C:5]([NH:8][S:9]([C:12]2[CH:17]=[CH:16][C:15]([CH3:18])=[CH:14][CH:13]=2)(=[O:10])=[O:11])=[C:4]([NH:19][S:20]([C:23]2[CH:24]=[CH:25][C:26]([CH3:29])=[CH:27][CH:28]=2)(=[O:21])=[O:22])[CH:3]=1. The catalyst class is: 15. (5) Reactant: O1CCCCC1[N:7]1[CH:15]=[C:14]2[C:9]([CH:10]=[CH:11][CH:12]=[C:13]2[NH:16][C:17]2[C:22]([C:23]3[N:31]=[CH:30][N:29]=[C:28]4[C:24]=3[N:25]=[CH:26][N:27]4C3CCCCO3)=[CH:21][CH:20]=[CH:19][N:18]=2)=[N:8]1.[C:38]12([CH2:48][S:49]([OH:52])(=[O:51])=[O:50])[C:45]([CH3:47])([CH3:46])[CH:42]([CH2:43][CH2:44]1)[CH2:41][C:39]2=[O:40].N#N. Product: [C:38]12([CH2:48][S:49]([OH:52])(=[O:50])=[O:51])[C:45]([CH3:47])([CH3:46])[CH:42]([CH2:43][CH2:44]1)[CH2:41][C:39]2=[O:40].[N:31]1[C:23]([C:22]2[C:17]([NH:16][C:13]3[C:14]4[CH:15]=[N:7][NH:8][C:9]=4[CH:10]=[CH:11][CH:12]=3)=[N:18][CH:19]=[CH:20][CH:21]=2)=[C:24]2[C:28]([NH:27][CH:26]=[N:25]2)=[N:29][CH:30]=1. The catalyst class is: 61. (6) Reactant: [C:1]([O:5][C:6]([N:8]1[CH2:13][CH2:12][C:11](=O)[CH2:10][CH2:9]1)=[O:7])([CH3:4])([CH3:3])[CH3:2].[NH:15]1[CH2:20][CH2:19][O:18][CH2:17][CH2:16]1.C(O)(=O)C.C(O[BH-](OC(=O)C)OC(=O)C)(=O)C.[Na+]. Product: [C:1]([O:5][C:6]([N:8]1[CH2:13][CH2:12][CH:11]([N:15]2[CH2:20][CH2:19][O:18][CH2:17][CH2:16]2)[CH2:10][CH2:9]1)=[O:7])([CH3:4])([CH3:3])[CH3:2]. The catalyst class is: 576.